From a dataset of Full USPTO retrosynthesis dataset with 1.9M reactions from patents (1976-2016). Predict the reactants needed to synthesize the given product. (1) Given the product [C:1]([C:5]1[NH:6][C:7]2[CH:8]=[CH:9][C:10]([N+:15]([O-:17])=[O:16])=[C:11]([C:18]#[N:19])[C:12]=2[CH:13]=1)([CH3:4])([CH3:3])[CH3:2], predict the reactants needed to synthesize it. The reactants are: [C:1]([C:5]1[NH:6][C:7]2[C:12]([CH:13]=1)=[C:11](F)[C:10]([N+:15]([O-:17])=[O:16])=[CH:9][CH:8]=2)([CH3:4])([CH3:3])[CH3:2].[C-:18]#[N:19].[K+].O. (2) Given the product [Br:1][C:2]1[CH:3]=[N:4][C:5]([C:17](=[O:16])[CH3:13])=[N:6][CH:7]=1, predict the reactants needed to synthesize it. The reactants are: [Br:1][C:2]1[CH:3]=[N:4][C:5](C#N)=[N:6][CH:7]=1.C[Mg]Br.[CH2:13]1[CH2:17][O:16]CC1. (3) Given the product [C:6]([O:10][C:11](=[O:23])[NH:12][C:13]1[CH:18]=[C:17]([O:19][CH3:20])[CH:16]=[C:15]([O:21][CH3:22])[C:14]=1[CH3:1])([CH3:9])([CH3:8])[CH3:7], predict the reactants needed to synthesize it. The reactants are: [C:1]([Li])(C)(C)C.[C:6]([O:10][C:11](=[O:23])[NH:12][C:13]1[CH:18]=[C:17]([O:19][CH3:20])[CH:16]=[C:15]([O:21][CH3:22])[CH:14]=1)([CH3:9])([CH3:8])[CH3:7].CI.CCOC(C)=O. (4) Given the product [Cl:1][C:2]1[N:7]=[N:6][C:5]([N:8]2[CH:20]=[N:30][N:31]=[N:32]2)=[CH:4][CH:3]=1, predict the reactants needed to synthesize it. The reactants are: [Cl:1][C:2]1[N:7]=[N:6][C:5]([NH2:8])=[CH:4][CH:3]=1.FC(F)(F)C(O[Si](C)(C)C)=O.[CH2:20](OC(OCC)OCC)C.[N:30]([Si](C)(C)C)=[N+:31]=[N-:32]. (5) Given the product [CH:23]1([O:22][C:19]2[CH:18]=[CH:17][C:16]([CH2:15][C:14]3[CH:13]=[CH:12][C:7]([C:8]([O:10][CH3:11])=[O:9])=[CH:6][C:5]=3[O:4][CH2:3][O:2][CH3:1])=[CH:21][CH:20]=2)[CH2:26][CH2:24]1, predict the reactants needed to synthesize it. The reactants are: [CH3:1][O:2][CH2:3][O:4][C:5]1[CH:6]=[C:7]([CH:12]=[CH:13][C:14]=1[CH2:15][C:16]1[CH:21]=[CH:20][C:19]([O:22][CH:23]=[CH2:24])=[CH:18][CH:17]=1)[C:8]([O:10][CH3:11])=[O:9].Cl[CH2:26]I.C([Zn]CC)C.[Cl-].[NH4+]. (6) Given the product [F:27][C:21]1[C:22]([F:26])=[CH:23][CH:24]=[CH:25][C:20]=1[CH2:19][N:4]1[C:5]2=[N:6][C:7]([CH3:11])=[CH:8][CH:9]=[C:10]2[C:2]([I:1])=[N:3]1, predict the reactants needed to synthesize it. The reactants are: [I:1][C:2]1[C:10]2[C:5](=[N:6][C:7]([CH3:11])=[CH:8][CH:9]=2)[NH:4][N:3]=1.C(=O)([O-])[O-].[Cs+].[Cs+].Br[CH2:19][C:20]1[CH:25]=[CH:24][CH:23]=[C:22]([F:26])[C:21]=1[F:27].O.